Predict the reactants needed to synthesize the given product. From a dataset of Full USPTO retrosynthesis dataset with 1.9M reactions from patents (1976-2016). (1) Given the product [C:1]1([C:7]2([CH2:12][CH2:13][CH2:14][C:15]([Cl:21])=[O:17])[O:11][CH2:10][CH2:9][O:8]2)[CH:6]=[CH:5][CH:4]=[CH:3][CH:2]=1, predict the reactants needed to synthesize it. The reactants are: [C:1]1([C:7]2([CH2:12][CH2:13][CH2:14][C:15]([OH:17])=O)[O:11][CH2:10][CH2:9][O:8]2)[CH:6]=[CH:5][CH:4]=[CH:3][CH:2]=1.C(Cl)(=O)C([Cl:21])=O. (2) Given the product [OH:14][CH2:11][CH2:10][C:9]1[CH:8]=[CH:7][C:5]([NH2:6])=[CH:4][C:3]=1[C:2]([F:12])([F:13])[F:1], predict the reactants needed to synthesize it. The reactants are: [F:1][C:2]([F:13])([F:12])[C:3]1[CH:4]=[C:5]([CH:7]=[CH:8][C:9]=1[CH:10]=[CH2:11])[NH2:6].[OH:14]O. (3) Given the product [N:11]1([CH2:17][CH2:18][NH:19][C:2]2[S:3][C:4]3[CH:10]=[CH:9][CH:8]=[CH:7][C:5]=3[N:6]=2)[CH2:16][CH2:15][CH2:14][CH2:13][CH2:12]1, predict the reactants needed to synthesize it. The reactants are: Cl[C:2]1[S:3][C:4]2[CH:10]=[CH:9][CH:8]=[CH:7][C:5]=2[N:6]=1.[N:11]1([CH2:17][CH2:18][NH2:19])[CH2:16][CH2:15][CH2:14][CH2:13][CH2:12]1.C(N(CC)CC)C. (4) Given the product [Cl:1][C:2]1[CH:3]=[C:4]([CH:39]=[CH:40][C:41]=1[Cl:42])[CH2:5][O:6][C:7]1[CH:8]=[CH:9][C:10]([C@H:13]2[CH2:38][O:37][C:16]3=[CH:17][C:18]4[CH2:19][C@@H:20]([C:34]([NH:64][C@@H:48]([CH2:49][C:50]5[CH:55]=[CH:54][C:53]([C:56]6[CH:61]=[CH:60][N:59]=[C:58]([CH2:62][F:63])[CH:57]=6)=[CH:52][CH:51]=5)[C:47]([OH:46])=[O:65])=[O:35])[N:21]([C@H:25]([C:28]5[CH:33]=[CH:32][CH:31]=[CH:30][CH:29]=5)[CH2:26][CH3:27])[CH2:22][C:23]=4[CH:24]=[C:15]3[O:14]2)=[CH:11][CH:12]=1, predict the reactants needed to synthesize it. The reactants are: [Cl:1][C:2]1[CH:3]=[C:4]([CH:39]=[CH:40][C:41]=1[Cl:42])[CH2:5][O:6][C:7]1[CH:12]=[CH:11][C:10]([C@H:13]2[CH2:38][O:37][C:16]3=[CH:17][C:18]4[CH2:19][C@@H:20]([C:34](O)=[O:35])[N:21]([C@H:25]([C:28]5[CH:33]=[CH:32][CH:31]=[CH:30][CH:29]=5)[CH2:26][CH3:27])[CH2:22][C:23]=4[CH:24]=[C:15]3[O:14]2)=[CH:9][CH:8]=1.Cl.Cl.C[O:46][C:47](=[O:65])[C@@H:48]([NH2:64])[CH2:49][C:50]1[CH:55]=[CH:54][C:53]([C:56]2[CH:61]=[CH:60][N:59]=[C:58]([CH2:62][F:63])[CH:57]=2)=[CH:52][CH:51]=1. (5) Given the product [N+:19]([C:4]1[CH:3]=[CH:2][C:1]([C:7]2[C:8](=[O:13])[NH:9][CH:10]=[CH:11][N:12]=2)=[CH:6][CH:5]=1)([O-:21])=[O:20], predict the reactants needed to synthesize it. The reactants are: [C:1]1([C:7]2[C:8](=[O:13])[NH:9][CH:10]=[CH:11][N:12]=2)[CH:6]=[CH:5][CH:4]=[CH:3][CH:2]=1.S(=O)(=O)(O)O.[N+:19]([O-])([OH:21])=[O:20]. (6) Given the product [CH3:37][C:35]([CH3:38])([CH3:36])[CH2:34][CH2:33][N:12]1[C:13](=[O:32])[C:14]([C:15]2[NH:20][C:19]3[CH:21]=[CH:22][C:23]([NH:25][S:26]([CH3:29])(=[O:27])=[O:28])=[CH:24][C:18]=3[S:17](=[O:31])(=[O:30])[N:16]=2)=[C:4]([OH:5])[CH:6]2[CH:7]1[CH2:8][CH2:9][CH2:10][CH2:11]2, predict the reactants needed to synthesize it. The reactants are: C(O[C:4]([C@@H:6]1[CH2:11][CH2:10][CH2:9][CH2:8][C@@H:7]1[N:12]([CH2:33][CH2:34][C:35]([CH3:38])([CH3:37])[CH3:36])[C:13](=[O:32])[CH2:14][C:15]1[NH:20][C:19]2[CH:21]=[CH:22][C:23]([NH:25][S:26]([CH3:29])(=[O:28])=[O:27])=[CH:24][C:18]=2[S:17](=[O:31])(=[O:30])[N:16]=1)=[O:5])C.[O-]CC.[Na+].Cl. (7) Given the product [NH:1]1[C:9]2[C:4](=[CH:5][CH:6]=[CH:7][CH:8]=2)[C:3]([CH2:10][C@@H:11]([NH:12][C:25]2[N:30]=[CH:29][CH:28]=[CH:27][N:26]=2)[C:13]2[NH:14][CH:15]=[C:16]([C:18]3[CH:23]=[CH:22][CH:21]=[CH:20][CH:19]=3)[N:17]=2)=[CH:2]1, predict the reactants needed to synthesize it. The reactants are: [NH:1]1[C:9]2[C:4](=[CH:5][CH:6]=[CH:7][CH:8]=2)[C:3]([CH2:10][C@H:11]([C:13]2[NH:14][CH:15]=[C:16]([C:18]3[CH:23]=[CH:22][CH:21]=[CH:20][CH:19]=3)[N:17]=2)[NH2:12])=[CH:2]1.Br[C:25]1[N:30]=[CH:29][CH:28]=[CH:27][N:26]=1. (8) Given the product [CH2:8]([O:11][C:12]1[CH:24]=[CH:23][C:15]2[N+:16]([O-:22])=[CH:17][N:18]=[N+:19]([O-:20])[C:14]=2[CH:13]=1)[CH:9]=[CH2:10], predict the reactants needed to synthesize it. The reactants are: N(OC(C)(C)C)=O.[CH2:8]([O:11][C:12]1[CH:24]=[CH:23][C:15]2[N+:16]([O-:22])=[C:17](N)[N:18]=[N+:19]([O-:20])[C:14]=2[CH:13]=1)[CH:9]=[CH2:10]. (9) Given the product [S:1]1[CH:5]=[CH:4][CH:3]=[C:2]1[CH:6]=[CH:9][C:10]([OH:12])=[O:11], predict the reactants needed to synthesize it. The reactants are: [S:1]1[CH:5]=[CH:4][CH:3]=[C:2]1[CH:6]=O.C(O)(=O)[CH2:9][C:10]([OH:12])=[O:11].C([O-])(=O)C.[NH4+]. (10) Given the product [C:2]([C:4]1([NH:8][C:22](=[O:23])[C:21]2[CH:25]=[CH:26][C:18]([O:17][CH3:16])=[CH:19][CH:20]=2)[CH2:7][CH2:6][CH2:5]1)#[N:3], predict the reactants needed to synthesize it. The reactants are: [Cl-].[C:2]([C:4]1([NH2:8])[CH2:7][CH2:6][CH2:5]1)#[N:3].C(N(CC)CC)C.[CH3:16][O:17][C:18]1[CH:26]=[CH:25][C:21]([C:22](Cl)=[O:23])=[CH:20][CH:19]=1.CCOC(C)=O.